Dataset: Forward reaction prediction with 1.9M reactions from USPTO patents (1976-2016). Task: Predict the product of the given reaction. (1) Given the reactants [Cl:1][C:2]1[CH:22]=[CH:21][CH:20]=[CH:19][C:3]=1[C:4]([NH:6][C:7]1[CH:11]=[CH:10][N:9]([C:12]2[CH:17]=[CH:16][CH:15]=[CH:14][C:13]=2[Cl:18])[N:8]=1)=[O:5].[H-].[Na+].I[CH3:26], predict the reaction product. The product is: [Cl:1][C:2]1[CH:22]=[CH:21][CH:20]=[CH:19][C:3]=1[C:4]([N:6]([C:7]1[CH:11]=[CH:10][N:9]([C:12]2[CH:17]=[CH:16][CH:15]=[CH:14][C:13]=2[Cl:18])[N:8]=1)[CH3:26])=[O:5]. (2) The product is: [CH3:1][C:2]12[C:14]3[C:10](=[CH:9][C:8]([NH:15][C:16]4[N:21]=[CH:20][C:19]([C:22]([OH:24])=[O:23])=[CH:18][N:17]=4)=[CH:7][C:6]=3[CH2:5][CH2:4][CH2:3]1)[CH2:11][CH2:12][CH2:13]2. Given the reactants [CH3:1][C:2]12[C:14]3[C:6](=[CH:7][C:8]([NH:15][C:16]4[N:21]=[CH:20][C:19]([C:22]([O:24]CC)=[O:23])=[CH:18][N:17]=4)=[CH:9][C:10]=3[CH2:11][CH2:12][CH2:13]1)[CH2:5][CH2:4][CH2:3]2.[OH-].[Na+].Cl, predict the reaction product. (3) Given the reactants [Cl:1][C:2]1[CH:7]=[C:6]([C:8]([O:10]C)=O)[C:5]([N:12]=[C:13]=[S:14])=[CH:4][C:3]=1[C:15]([O:17]C)=[O:16].[CH3:19][O:20][C:21]1[CH:22]=[CH:23][C:24]([NH2:29])=[N:25][C:26]=1[O:27][CH3:28].[OH-].[Na+], predict the reaction product. The product is: [Cl:1][C:2]1[CH:7]=[C:6]2[C:5](=[CH:4][C:3]=1[C:15]([OH:17])=[O:16])[NH:12][C:13](=[S:14])[N:29]([C:24]1[CH:23]=[CH:22][C:21]([O:20][CH3:19])=[C:26]([O:27][CH3:28])[N:25]=1)[C:8]2=[O:10]. (4) Given the reactants [SH:1][C:2]1[CH:11]=[C:10]2[C:5]([C:6]([Br:16])=[N:7][N:8]([CH:13]([CH3:15])[CH3:14])[C:9]2=[O:12])=[CH:4][CH:3]=1.[H-].[Na+].Cl[CH2:20][CH2:21][S:22][CH3:23], predict the reaction product. The product is: [Br:16][C:6]1[C:5]2[C:10](=[CH:11][C:2]([S:1][CH2:20][CH2:21][S:22][CH3:23])=[CH:3][CH:4]=2)[C:9](=[O:12])[N:8]([CH:13]([CH3:14])[CH3:15])[N:7]=1.